This data is from TCR-epitope binding with 47,182 pairs between 192 epitopes and 23,139 TCRs. The task is: Binary Classification. Given a T-cell receptor sequence (or CDR3 region) and an epitope sequence, predict whether binding occurs between them. (1) The epitope is TPINLVRDL. The TCR CDR3 sequence is CSVGGTVQETQYF. Result: 0 (the TCR does not bind to the epitope). (2) The epitope is LLFNKVTLA. The TCR CDR3 sequence is CASSEQASGGNNEQFF. Result: 1 (the TCR binds to the epitope).